From a dataset of Full USPTO retrosynthesis dataset with 1.9M reactions from patents (1976-2016). Predict the reactants needed to synthesize the given product. (1) Given the product [C:3]([N:6]1[CH2:7][CH2:8][CH:9]([O:12][C@H:13]2[CH2:18][C@H:17]([C:19]([NH:1][OH:2])=[O:21])[C@@H:16]([C:23]([N:25]3[CH2:30][CH2:29][N:28]([C:31]4[CH:36]=[CH:35][CH:34]=[CH:33][CH:32]=4)[CH2:27][CH2:26]3)=[O:24])[CH2:15][CH2:14]2)[CH2:10][CH2:11]1)(=[O:5])[CH3:4], predict the reactants needed to synthesize it. The reactants are: [NH2:1][OH:2].[C:3]([N:6]1[CH2:11][CH2:10][CH:9]([O:12][C@H:13]2[CH2:18][C@H:17]([C:19]([O:21]C)=O)[C@@H:16]([C:23]([N:25]3[CH2:30][CH2:29][N:28]([C:31]4[CH:36]=[CH:35][CH:34]=[CH:33][CH:32]=4)[CH2:27][CH2:26]3)=[O:24])[CH2:15][CH2:14]2)[CH2:8][CH2:7]1)(=[O:5])[CH3:4]. (2) Given the product [CH2:16]([C:12]1[NH:13][C:1]([C:2]([O:4][CH2:5][CH3:6])=[O:3])=[CH:9][CH:10]=1)[CH3:15], predict the reactants needed to synthesize it. The reactants are: [CH3:1][CH2:2][OH:3].[O-:4][CH2:5][CH3:6].[Na+].Cl[C:9](Cl)(Cl)[C:10]([C:12]1[NH:13]C(CC)=[CH:15][CH:16]=1)=O.Cl. (3) The reactants are: [Cl:1][C:2]1[C:3]([Cl:11])=[N:4][CH:5]=[C:6]([CH:10]=1)[C:7]([OH:9])=[O:8].[C:12]1(P(C2C=CC=CC=2)C2C=CC=CC=2)C=CC=C[CH:13]=1.C(O)C.CCOC(/N=N/C(OCC)=O)=O.C([O-])(O)=O.[Na+]. Given the product [CH2:12]([O:8][C:7](=[O:9])[C:6]1[CH:10]=[C:2]([Cl:1])[C:3]([Cl:11])=[N:4][CH:5]=1)[CH3:13], predict the reactants needed to synthesize it. (4) Given the product [Cl:10][C:3]1[CH:4]=[C:5]([CH:6]=[CH:7][C:2]=1[Cl:1])[CH2:8][N:11]1[CH2:16][CH2:15][CH:14]([NH2:17])[CH2:13][CH2:12]1, predict the reactants needed to synthesize it. The reactants are: [Cl:1][C:2]1[CH:7]=[CH:6][C:5]([CH2:8]Cl)=[CH:4][C:3]=1[Cl:10].[NH:11]1[CH2:16][CH2:15][CH:14]([NH:17]C(=O)OC(C)(C)C)[CH2:13][CH2:12]1. (5) Given the product [CH2:2]([OH:1])[C@@H:3]([C@H:5]([C@@H:7]([CH2:9][OH:10])[OH:8])[OH:6])[OH:4], predict the reactants needed to synthesize it. The reactants are: [O:1]=[CH:2][C@@H:3]([C@H:5]([C@@H:7]([C@@H:9](CO)[OH:10])[OH:8])[OH:6])[OH:4].O=C[C@@H]([C@H]([C@@H](CO)O)O)O.O=C[C@H]([C@@H]([C@@H](CO)O)O)O. (6) Given the product [Cl:17][C:18]1[CH:19]=[C:20]([NH:21][C:2]2[C:7]3[N:8]=[CH:9][N:10]([CH3:11])[C:6]=3[C:5]([C:12]([O:14][CH2:15][CH3:16])=[O:13])=[CH:4][N:3]=2)[CH:22]=[CH:23][CH:24]=1, predict the reactants needed to synthesize it. The reactants are: Cl[C:2]1[C:7]2[N:8]=[CH:9][N:10]([CH3:11])[C:6]=2[C:5]([C:12]([O:14][CH2:15][CH3:16])=[O:13])=[CH:4][N:3]=1.[Cl:17][C:18]1[CH:19]=[C:20]([CH:22]=[CH:23][CH:24]=1)[NH2:21]. (7) Given the product [F:32][C:29]1[CH:28]=[CH:27][C:26]([C:24](=[O:25])[CH2:23][CH2:22][CH2:21][N:15]2[CH2:16][CH2:17][CH:12]3[N:11]4[C:10]5[C:9]([CH:13]3[CH2:14]2)=[CH:8][CH:7]=[CH:6][C:5]=5[N:4]([CH3:18])[CH2:3][C:2]4([CH3:19])[CH3:1])=[CH:31][CH:30]=1, predict the reactants needed to synthesize it. The reactants are: [CH3:1][C:2]1([CH3:19])[N:11]2[CH:12]3[CH2:17][CH2:16][NH:15][CH2:14][CH:13]3[C:9]3[C:10]2=[C:5]([CH:6]=[CH:7][CH:8]=3)[N:4]([CH3:18])[CH2:3]1.Cl[CH2:21][CH2:22][CH2:23][C:24]([C:26]1[CH:31]=[CH:30][C:29]([F:32])=[CH:28][CH:27]=1)=[O:25].C([O-])([O-])=O.[K+].[K+].